This data is from Full USPTO retrosynthesis dataset with 1.9M reactions from patents (1976-2016). The task is: Predict the reactants needed to synthesize the given product. (1) Given the product [F:19][C:16]1[CH:17]=[CH:18][C:13]([O:12][C:9]2[CH:8]=[CH:7][C:6]([CH2:5][CH2:4][O:3][C:1]3[NH:2][CH:24]=[C:23]([CH2:28][C:29]4[CH:30]=[N:31][C:32]([O:35][CH3:36])=[N:33][CH:34]=4)[C:21](=[O:22])[N:20]=3)=[CH:11][CH:10]=2)=[CH:14][CH:15]=1, predict the reactants needed to synthesize it. The reactants are: [C:1](=[NH:20])([O:3][CH2:4][CH2:5][C:6]1[CH:11]=[CH:10][C:9]([O:12][C:13]2[CH:18]=[CH:17][C:16]([F:19])=[CH:15][CH:14]=2)=[CH:8][CH:7]=1)[NH2:2].[CH:21]([CH:23]([CH2:28][C:29]1[CH:30]=[N:31][C:32]([O:35][CH3:36])=[N:33][CH:34]=1)[C:24](OC)=O)=[O:22].C([O-])([O-])=O.[K+].[K+]. (2) Given the product [Cl:1][C:2]1[CH:3]=[CH:4][C:5]([NH:8][C:9]2[N:14]=[C:13]([NH:15][CH3:16])[C:12]([NH:17][CH:18]=[O:19])=[CH:11][N:10]=2)=[CH:6][CH:7]=1, predict the reactants needed to synthesize it. The reactants are: [Cl:1][C:2]1[CH:7]=[CH:6][C:5]([NH:8][C:9]2[N:14]=[C:13]([NH:15][CH3:16])[C:12]([NH2:17])=[CH:11][N:10]=2)=[CH:4][CH:3]=1.[CH:18](O)=[O:19]. (3) Given the product [C:11]([O:15][C:16]([N:18]1[CH2:23][CH2:22][C:21]2[N:9]=[C:8]([N:2]3[CH2:7][CH2:6][O:5][CH2:4][CH2:3]3)[N:10]=[CH:25][C:20]=2[CH2:19]1)=[O:17])([CH3:14])([CH3:12])[CH3:13], predict the reactants needed to synthesize it. The reactants are: Br.[N:2]1([C:8]([NH2:10])=[NH:9])[CH2:7][CH2:6][O:5][CH2:4][CH2:3]1.[C:11]([O:15][C:16]([N:18]1[CH2:23][CH2:22][C:21](=O)[C:20](=[CH:25]N(C)C)[CH2:19]1)=[O:17])([CH3:14])([CH3:13])[CH3:12].CC(C)([O-])C.[K+].C(O)(C)(C)C. (4) Given the product [CH3:19][C:20]1[N:24]=[CH:23][N:22]([CH:25]2[CH2:30][CH2:29][NH:28][CH2:27][CH2:26]2)[N:21]=1, predict the reactants needed to synthesize it. The reactants are: CS(OC1CCN(C(OC(C)(C)C)=O)CC1)(=O)=O.[CH3:19][C:20]1[N:24]=[CH:23][N:22]([CH:25]2[CH2:30][CH2:29][N:28](C(OC(C)(C)C)=O)[CH2:27][CH2:26]2)[N:21]=1. (5) Given the product [CH3:16][C:13]1[CH:14]=[CH:15][C:10]([C:8]([CH:7]([CH3:17])[CH2:6][C:5]([F:19])([F:18])[F:4])=[CH2:1])=[CH:11][CH:12]=1, predict the reactants needed to synthesize it. The reactants are: [CH3:1][Mg]I.[F:4][C:5]([F:19])([F:18])[CH2:6][CH:7]([CH3:17])[C:8]([C:10]1[CH:15]=[CH:14][C:13]([CH3:16])=[CH:12][CH:11]=1)=O.Cl. (6) Given the product [Cl:10][C:6]1[C:3]([CH:4]=[O:5])=[C:2]([N:12]2[CH:13]=[CH:14][N:15]3[C:23]4[CH2:22][CH2:21][CH2:20][CH2:19][C:18]=4[CH:17]=[C:16]3[C:11]2=[O:24])[N:9]=[CH:8][CH:7]=1, predict the reactants needed to synthesize it. The reactants are: Br[C:2]1[N:9]=[CH:8][CH:7]=[C:6]([Cl:10])[C:3]=1[CH:4]=[O:5].[C:11]1(=[O:24])[C:16]2=[CH:17][C:18]3[CH2:19][CH2:20][CH2:21][CH2:22][C:23]=3[N:15]2[CH:14]=[CH:13][NH:12]1.C(=O)([O-])[O-].[Cs+].[Cs+].COC1C2C(=C3C(=CC=2)C(OC)=CC=N3)N=CC=1. (7) The reactants are: F[C:2](F)(F)[C:3](O)=O.FC(F)(F)C([O:12][CH2:13][CH2:14][C:15]1[CH:20]=[CH:19][C:18]([O:21][CH:22]2[CH2:27][CH2:26][NH:25][CH2:24][CH2:23]2)=[CH:17][CH:16]=1)=O.[C:30](O[BH-](OC(=O)C)OC(=O)C)(=O)[CH3:31].[Na+]. Given the product [CH:3]1([N:25]2[CH2:24][CH2:23][CH:22]([O:21][C:18]3[CH:17]=[CH:16][C:15]([CH2:14][CH2:13][OH:12])=[CH:20][CH:19]=3)[CH2:27][CH2:26]2)[CH2:2][CH2:31][CH2:30]1, predict the reactants needed to synthesize it.